Predict the reaction yield, written as a fraction of the theoretical maximum amount of product (1.0 means a 100% yield; for example, 0.34 means a 34% yield). From a dataset of Reaction yield outcomes from USPTO patents with 853,638 reactions. The yield is 0.880. The reactants are CC1C=CC(S(O[CH2:12][C@H:13]2[CH:22]=[CH:21][C:20]3[C:15](=[C:16]([C:24]4[CH:29]=[CH:28][CH:27]=[CH:26][C:25]=4[Cl:30])[CH:17]=[C:18]([F:23])[CH:19]=3)[O:14]2)(=O)=O)=CC=1.[N-:31]=[N+:32]=[N-:33].[Na+]. The catalyst is CN(C=O)C. The product is [N:31]([CH2:12][C@H:13]1[CH2:22][CH2:21][C:20]2[C:15](=[C:16]([C:24]3[CH:29]=[CH:28][CH:27]=[CH:26][C:25]=3[Cl:30])[CH:17]=[C:18]([F:23])[CH:19]=2)[O:14]1)=[N+:32]=[N-:33].